From a dataset of Reaction yield outcomes from USPTO patents with 853,638 reactions. Predict the reaction yield, written as a fraction of the theoretical maximum amount of product (1.0 means a 100% yield; for example, 0.34 means a 34% yield). The yield is 0.910. The reactants are [CH3:1][N:2]([CH2:4][C:5]1[N:6]([CH3:10])[CH:7]=[CH:8][CH:9]=1)[CH3:3].C[I:12].[C:13](OCC)(=O)C. The product is [I-:12].[CH3:10][N:6]1[CH:7]=[CH:8][CH:9]=[C:5]1[CH2:4][N+:2]([CH3:13])([CH3:3])[CH3:1]. The catalyst is C(O)C.